This data is from Reaction yield outcomes from USPTO patents with 853,638 reactions. The task is: Predict the reaction yield, written as a fraction of the theoretical maximum amount of product (1.0 means a 100% yield; for example, 0.34 means a 34% yield). (1) The reactants are CC#N.O.[F:5][C:6]1[C:11]([F:12])=[C:10]([F:13])[CH:9]=[C:8]([F:14])[C:7]=1[CH2:15][OH:16].I([O-])(=O)(=O)=[O:18].[Na+]. The catalyst is [Ru](Cl)(Cl)Cl.C(Cl)(Cl)(Cl)Cl. The product is [F:5][C:6]1[C:11]([F:12])=[C:10]([F:13])[CH:9]=[C:8]([F:14])[C:7]=1[C:15]([OH:18])=[O:16]. The yield is 1.00. (2) The reactants are [N:1]12[CH2:8][CH2:7][C:4]([C:9]([C:16]3[S:17][CH:18]=[CH:19][CH:20]=3)([C:11]3[S:12][CH:13]=[CH:14][CH:15]=3)[OH:10])([CH2:5][CH2:6]1)[CH2:3][CH2:2]2.[Br:21][CH2:22][CH2:23][CH2:24][C:25]1[CH:30]=[CH:29][CH:28]=[CH:27][CH:26]=1. No catalyst specified. The product is [Br-:21].[OH:10][C:9]([C:16]1[S:17][CH:18]=[CH:19][CH:20]=1)([C:11]1[S:12][CH:13]=[CH:14][CH:15]=1)[C:4]12[CH2:5][CH2:6][N+:1]([CH2:22][CH2:23][CH2:24][C:25]3[CH:30]=[CH:29][CH:28]=[CH:27][CH:26]=3)([CH2:8][CH2:7]1)[CH2:2][CH2:3]2. The yield is 0.623. (3) The reactants are [CH3:13][C:12]([O:11][C:9](O[C:9]([O:11][C:12]([CH3:15])([CH3:14])[CH3:13])=[O:10])=[O:10])([CH3:15])[CH3:14].CCN(CC)CC.Cl.[N:24]1([C:29](=[NH:31])[NH2:30])[CH:28]=[CH:27][CH:26]=[N:25]1. The catalyst is C1COCC1.CN(C1C=CN=CC=1)C. The product is [N:24]1([C:29]([NH:31][C:9](=[O:10])[O:11][C:12]([CH3:13])([CH3:14])[CH3:15])=[NH:30])[CH:28]=[CH:27][CH:26]=[N:25]1. The yield is 0.748. (4) The reactants are [NH2:1][CH2:2][CH2:3][CH2:4][OH:5].[CH:6]([S:8]([CH:11]=[CH2:12])(=[O:10])=[O:9])=[CH2:7]. No catalyst specified. The product is [O:9]=[S:8]1(=[O:10])[CH2:11][CH2:12][N:1]([CH2:2][CH2:3][CH2:4][OH:5])[CH2:7][CH2:6]1. The yield is 0.900.